From a dataset of Catalyst prediction with 721,799 reactions and 888 catalyst types from USPTO. Predict which catalyst facilitates the given reaction. (1) Reactant: [Cl:1][C:2]1[CH:38]=[CH:37][C:5]2[NH:6][C:7]([CH:9]([NH:11][C:12](=[O:36])[C:13]3[CH:18]=[CH:17][C:16]([N:19]4[C:23]5[CH2:24][CH2:25][CH2:26][C:22]=5[C:21]([C:27]([O:29]CC)=O)=[N:20]4)=[C:15]([C:32]([F:35])([F:34])[F:33])[CH:14]=3)[CH3:10])=[N:8][C:4]=2[CH:3]=1.[NH3:39].Cl. Product: [NH2:39][C:27]([C:21]1[C:22]2[CH2:26][CH2:25][CH2:24][C:23]=2[N:19]([C:16]2[CH:17]=[CH:18][C:13]([C:12]([NH:11][CH:9]([C:7]3[NH:6][C:5]4[CH:37]=[CH:38][C:2]([Cl:1])=[CH:3][C:4]=4[N:8]=3)[CH3:10])=[O:36])=[CH:14][C:15]=2[C:32]([F:35])([F:34])[F:33])[N:20]=1)=[O:29]. The catalyst class is: 5. (2) Reactant: Br[C:2]1[N:12]=[CH:11][C:5]2[O:6][CH2:7][C:8](=[O:10])[NH:9][C:4]=2[CH:3]=1.[C:13]1([CH:19]=[CH:20]B(O)O)[CH:18]=[CH:17][CH:16]=[CH:15][CH:14]=1.C(=O)([O-])[O-].[K+].[K+]. Product: [CH:20](/[C:2]1[N:12]=[CH:11][C:5]2[O:6][CH2:7][C:8](=[O:10])[NH:9][C:4]=2[CH:3]=1)=[CH:19]\[C:13]1[CH:18]=[CH:17][CH:16]=[CH:15][CH:14]=1. The catalyst class is: 70. (3) Reactant: [Cl:1][C:2]1[CH:7]=[CH:6][C:5]([N:8]2[C:17](=[O:18])[C:16]3[C:11](=[C:12]([I:23])[C:13]([NH:19][C:20](=[O:22])[CH3:21])=[CH:14][CH:15]=3)[N:10]=[C:9]2[CH:24]([CH3:26])[CH3:25])=[CH:4][CH:3]=1.C(=O)([O-])[O-].[Cs+].[Cs+].Br[CH2:34][CH2:35][CH:36]=[C:37]([CH3:39])[CH3:38]. Product: [Cl:1][C:2]1[CH:3]=[CH:4][C:5]([N:8]2[C:17](=[O:18])[C:16]3[C:11](=[C:12]([I:23])[C:13]([N:19]([CH2:34][CH2:35][CH:36]=[C:37]([CH3:39])[CH3:38])[C:20](=[O:22])[CH3:21])=[CH:14][CH:15]=3)[N:10]=[C:9]2[CH:24]([CH3:26])[CH3:25])=[CH:6][CH:7]=1. The catalyst class is: 18.